This data is from Catalyst prediction with 721,799 reactions and 888 catalyst types from USPTO. The task is: Predict which catalyst facilitates the given reaction. (1) Reactant: [OH:1][CH2:2][C:3]1[NH:4][C:5]2[CH:11]=[CH:10][CH:9]=[CH:8][C:6]=2[N:7]=1.C(N(CC)C(C)C)(C)C.[CH3:21][Si:22]([CH3:29])([CH3:28])[CH2:23][CH2:24][O:25][CH2:26]Cl. Product: [CH3:21][Si:22]([CH3:29])([CH3:28])[CH2:23][CH2:24][O:25][CH2:26][N:7]1[C:6]2[CH:8]=[CH:9][CH:10]=[CH:11][C:5]=2[N:4]=[C:3]1[CH2:2][OH:1]. The catalyst class is: 3. (2) Reactant: [F:1][C:2]([F:17])([F:16])[O:3][C:4]1[CH:9]=[CH:8][C:7]([C:10]2([C:13](N)=[O:14])[CH2:12][CH2:11]2)=[CH:6][CH:5]=1.[OH-:18].[Na+].Cl. Product: [F:1][C:2]([F:17])([F:16])[O:3][C:4]1[CH:9]=[CH:8][C:7]([C:10]2([C:13]([OH:18])=[O:14])[CH2:12][CH2:11]2)=[CH:6][CH:5]=1. The catalyst class is: 5.